From a dataset of Catalyst prediction with 721,799 reactions and 888 catalyst types from USPTO. Predict which catalyst facilitates the given reaction. (1) Reactant: C(O)(=O)C.[O:5]1[CH2:8][C:7](=O)[CH2:6]1.C([BH3-])#N.[NH:13]1[CH2:18][CH2:17][CH:16]([C:19]2[CH:23]=[C:22]([NH:24][C:25]3[N:26]=[CH:27][C:28]4[S:33][C:32]([C:34]([NH2:36])=[O:35])=[C:31]([C:37]5[CH:42]=[CH:41][CH:40]=[CH:39][C:38]=5[O:43][C:44]([F:47])([F:46])[F:45])[C:29]=4[N:30]=3)[N:21]([CH:48]([CH3:50])[CH3:49])[N:20]=2)[CH2:15][CH2:14]1. Product: [O:5]1[CH2:6][CH:7]([N:13]2[CH2:14][CH2:15][CH:16]([C:19]3[CH:23]=[C:22]([NH:24][C:25]4[N:26]=[CH:27][C:28]5[S:33][C:32]([C:34]([NH2:36])=[O:35])=[C:31]([C:37]6[CH:42]=[CH:41][CH:40]=[CH:39][C:38]=6[O:43][C:44]([F:45])([F:46])[F:47])[C:29]=5[N:30]=4)[N:21]([CH:48]([CH3:50])[CH3:49])[N:20]=3)[CH2:17][CH2:18]2)[CH2:8]1. The catalyst class is: 1. (2) Reactant: [NH:1]([C:39]([CH3:41])=[O:40])[C@H:2]([C:10]([NH:12][C@H:13]([C:28]([N:30]1[CH2:38][CH2:37][CH2:36][C@H:31]1[C:32]([O:34][CH3:35])=[O:33])=[O:29])[CH2:14][CH2:15][CH2:16][NH:17][C:18]([O:20]CC1C=CC=CC=1)=[O:19])=[O:11])[CH2:3][C:4]1[CH:9]=[CH:8][CH:7]=[CH:6][CH:5]=1.Cl.N(C(C)=O)[C@H](C(N[C@H](C(N1CCC[C@H]1C(OC)=O)=O)CCCN)=O)[CH2:45][C:46]1[CH:51]=CC=C[CH:47]=1.C([O-])([O-])=O.[K+].[K+].C(OC(OC(C)(C)C)=O)(OC(C)(C)C)=O. The catalyst class is: 123. Product: [NH:1]([C:39]([CH3:41])=[O:40])[C@H:2]([C:10]([NH:12][C@H:13]([C:28]([N:30]1[CH2:38][CH2:37][CH2:36][C@H:31]1[C:32]([O:34][CH3:35])=[O:33])=[O:29])[CH2:14][CH2:15][CH2:16][NH:17][C:18]([O:20][C:46]([CH3:51])([CH3:47])[CH3:45])=[O:19])=[O:11])[CH2:3][C:4]1[CH:5]=[CH:6][CH:7]=[CH:8][CH:9]=1. (3) Reactant: [H-].[Na+].[OH:3][CH:4]1[CH2:9][CH2:8][CH:7]([N:10]([CH3:18])[C:11](=[O:17])[O:12][C:13]([CH3:16])([CH3:15])[CH3:14])[CH2:6][CH2:5]1.[Si:19]([O:26][CH2:27][CH2:28][C@@H:29]1[CH2:40][CH2:39][C:38]2[S:37][C:36]3[N:35]=[CH:34][N:33]=[C:32](Cl)[C:31]=3[C:30]1=2)([C:22]([CH3:25])([CH3:24])[CH3:23])([CH3:21])[CH3:20]. Product: [Si:19]([O:26][CH2:27][CH2:28][C@@H:29]1[CH2:40][CH2:39][C:38]2[S:37][C:36]3[N:35]=[CH:34][N:33]=[C:32]([O:3][CH:4]4[CH2:9][CH2:8][CH:7]([N:10]([CH3:18])[C:11](=[O:17])[O:12][C:13]([CH3:14])([CH3:15])[CH3:16])[CH2:6][CH2:5]4)[C:31]=3[C:30]1=2)([C:22]([CH3:25])([CH3:23])[CH3:24])([CH3:21])[CH3:20]. The catalyst class is: 1.